From a dataset of Forward reaction prediction with 1.9M reactions from USPTO patents (1976-2016). Predict the product of the given reaction. Given the reactants [CH2:1]([O:3][C:4](=[O:30])[C:5]([N:7]([CH2:19][C:20]1[CH:21]=[CH:22][C:23]2[O:27][CH:26]=[C:25](Br)[C:24]=2[CH:29]=1)[CH2:8][C:9]1[CH:14]=[CH:13][C:12]([C:15]([F:18])([F:17])[F:16])=[CH:11][CH:10]=1)=[O:6])[CH3:2].[CH:31]#[C:32][CH2:33][CH2:34][CH2:35][CH2:36][CH2:37][CH2:38][CH2:39][CH3:40], predict the reaction product. The product is: [CH2:1]([O:3][C:4](=[O:30])[C:5]([N:7]([CH2:19][C:20]1[CH:21]=[CH:22][C:23]2[O:27][CH:26]=[C:25]([C:31]#[C:32][CH2:33][CH2:34][CH2:35][CH2:36][CH2:37][CH2:38][CH2:39][CH3:40])[C:24]=2[CH:29]=1)[CH2:8][C:9]1[CH:14]=[CH:13][C:12]([C:15]([F:18])([F:17])[F:16])=[CH:11][CH:10]=1)=[O:6])[CH3:2].